Dataset: Forward reaction prediction with 1.9M reactions from USPTO patents (1976-2016). Task: Predict the product of the given reaction. (1) The product is: [NH:37]([C:10]1[CH:9]=[CH:8][C:7]([CH2:6][C@@H:5]([C:13]([OH:15])=[O:14])[NH2:4])=[CH:12][CH:11]=1)[C:36]([NH2:38])=[NH:35]. Given the reactants C([NH:4][CH:5]([C:13]([OH:15])=[O:14])[CH2:6][C:7]1[CH:12]=[CH:11][CH:10]=[CH:9][CH:8]=1)(=N)N.N[C@@H](CCC[N:35]=[C:36]([NH2:38])[NH2:37])C(N[C@@H](CC1C=CC=CC=1)C(O)=O)=O.N[C@@H](CC1C=CC(CN=C(N)N)=CC=1)C(O)=O.NC(CC1C=CC=CC=1)C(NN)=O.N[C@@H](CC1C=CC=CC=1)C(N[C@@H](CCCN=C(N)N)C(NC1C=CC2C(=CC=CC=2)C=1)=O)=O.CC([C@H](NC([C@@H](NC([C@@H](NC([C@@H](NC([C@@H](NC([C@@H](NC([C@@H](N)CCCNC(N)=N)=O)CCCNC(N)=N)=O)CC1C2C=CC=CC=2NC=1)=O)CS)=O)CC1C=CC=CC=1)=O)CCCNC(N)=N)=O)C(N[C@H](C(N[C@H](C(N[C@H](C(NCC(N[C@H](C(N[C@H](C(N[C@H](C(N[C@H](C(N[C@H](C(N[C@H](C(N[C@H](C(N)=O)CCCNC(N)=N)=O)CS)=O)CCCCN)=O)CCCNC(N)=N)=O)CC1C=CC(O)=CC=1)=O)CS)=O)CC1C=CC=CC=1)=O)=O)CCCNC(N)=N)=O)CC1C=CC(O)=CC=1)=O)CS)=O)C, predict the reaction product. (2) Given the reactants C([O:3][C:4]([C:6]1[NH:7][C:8]2[C:13]([C:14]=1[C:15]1[CH:20]=[CH:19][CH:18]=[C:17]([CH3:21])[CH:16]=1)=[CH:12][C:11]([NH:22][S:23]([C:26]1[CH:31]=[CH:30][C:29]([C:32]([CH3:35])([CH3:34])[CH3:33])=[CH:28][CH:27]=1)(=[O:25])=[O:24])=[CH:10][CH:9]=2)=[O:5])C.[OH-].[Na+], predict the reaction product. The product is: [C:32]([C:29]1[CH:28]=[CH:27][C:26]([S:23]([NH:22][C:11]2[CH:12]=[C:13]3[C:8](=[CH:9][CH:10]=2)[NH:7][C:6]([C:4]([OH:5])=[O:3])=[C:14]3[C:15]2[CH:20]=[CH:19][CH:18]=[C:17]([CH3:21])[CH:16]=2)(=[O:24])=[O:25])=[CH:31][CH:30]=1)([CH3:35])([CH3:34])[CH3:33]. (3) Given the reactants [NH2:1][C:2]1[CH:3]=[C:4]([N:8]([C:18]2[CH:23]=[C:22]([NH:24][C:25]3[CH:30]=[CH:29][C:28]([N:31]4[CH2:36][CH2:35][N:34]([CH3:37])[CH2:33][CH2:32]4)=[CH:27][C:26]=3[O:38][CH3:39])[N:21]=[CH:20][N:19]=2)[C:9]([NH:11][C:12]2[CH:17]=[CH:16][CH:15]=[CH:14][CH:13]=2)=[O:10])[CH:5]=[CH:6][CH:7]=1.C([O-])(O)=O.[Na+].[C:45](Cl)(=[O:48])[CH:46]=[CH2:47], predict the reaction product. The product is: [CH3:39][O:38][C:26]1[CH:27]=[C:28]([N:31]2[CH2:32][CH2:33][N:34]([CH3:37])[CH2:35][CH2:36]2)[CH:29]=[CH:30][C:25]=1[NH:24][C:22]1[N:21]=[CH:20][N:19]=[C:18]([N:8]([C:4]2[CH:3]=[C:2]([NH:1][C:45](=[O:48])[CH:46]=[CH2:47])[CH:7]=[CH:6][CH:5]=2)[C:9]([NH:11][C:12]2[CH:13]=[CH:14][CH:15]=[CH:16][CH:17]=2)=[O:10])[CH:23]=1. (4) Given the reactants [NH2:1][C:2]1[C:11]([CH3:12])=[CH:10][C:9]2[N:8]=[CH:7][CH:6]=[CH:5][C:4]=2[C:3]=1[C:13]([OH:15])=[O:14].[Cl:16][C:17]1[C:18]([N:23]2[C:27]([C:28](O)=O)=[CH:26][C:25](C(F)(F)F)=[N:24]2)=[N:19][CH:20]=[CH:21][CH:22]=1.N1C=CC=CC=1.CS(Cl)(=O)=[O:43], predict the reaction product. The product is: [Cl:16][C:17]1[C:18]([N:23]2[C:27]([C:28]3[O:14][C:13](=[O:15])[C:3]4[C:4]5[C:9](=[N:8][CH:7]=[CH:6][CH:5]=5)[CH:10]=[C:11]([CH3:12])[C:2]=4[N:1]=3)=[CH:26][C:25]([OH:43])=[N:24]2)=[N:19][CH:20]=[CH:21][CH:22]=1. (5) Given the reactants [CH3:1][O:2][C:3]1[CH:4]=[C:5]([CH:32]=[CH:33][C:34]=1[O:35][CH3:36])[CH2:6][CH:7]1[C:13]2[CH:14]=[C:15]([O:20][CH3:21])[C:16]([O:18][CH3:19])=[CH:17][C:12]=2[CH2:11][CH2:10][CH2:9][N:8]1[CH:22]([C:26]1[CH:31]=[CH:30][CH:29]=[CH:28][CH:27]=1)[C:23]([OH:25])=O.[CH2:37]([CH:39]([NH2:42])[CH2:40][CH3:41])[CH3:38], predict the reaction product. The product is: [CH3:1][O:2][C:3]1[CH:4]=[C:5]([CH:32]=[CH:33][C:34]=1[O:35][CH3:36])[CH2:6][CH:7]1[C:13]2[CH:14]=[C:15]([O:20][CH3:21])[C:16]([O:18][CH3:19])=[CH:17][C:12]=2[CH2:11][CH2:10][CH2:9][N:8]1[CH:22]([C:26]1[CH:27]=[CH:28][CH:29]=[CH:30][CH:31]=1)[C:23]([NH:42][CH:39]([CH2:40][CH3:41])[CH2:37][CH3:38])=[O:25]. (6) Given the reactants [OH:1][CH:2]1[C:6]([CH3:8])([CH3:7])[O:5][C:4](=[O:9])[N:3]1[CH2:10][C:11]1[CH:16]=[CH:15][CH:14]=[CH:13][C:12]=1[N+:17]([O-:19])=[O:18].O.[C:21]1(C)C=CC(S(O)(=O)=O)=CC=1, predict the reaction product. The product is: [CH3:21][O:1][CH:2]1[C:6]([CH3:7])([CH3:8])[O:5][C:4](=[O:9])[N:3]1[CH2:10][C:11]1[CH:16]=[CH:15][CH:14]=[CH:13][C:12]=1[N+:17]([O-:19])=[O:18]. (7) Given the reactants [Br:1][C:2]1[CH:3]=[CH:4][C:5](I)=[N:6][CH:7]=1.Br[C:10]([F:17])([F:16])[C:11]([O:13][CH2:14][CH3:15])=[O:12].C(=O)(O)[O-].[Na+], predict the reaction product. The product is: [Br:1][C:2]1[CH:3]=[CH:4][C:5]([C:10]([F:17])([F:16])[C:11]([O:13][CH2:14][CH3:15])=[O:12])=[N:6][CH:7]=1.